This data is from Forward reaction prediction with 1.9M reactions from USPTO patents (1976-2016). The task is: Predict the product of the given reaction. (1) The product is: [F:1][C:2]1[C:16]([F:17])=[CH:15][C:5]2[NH:6][C:7]([CH2:9][C@@H:10]3[CH2:14][CH2:13][CH2:12][N:11]3[C:32]([C:26]3[N:27]=[C:28]([CH2:30][OH:31])[S:29][C:25]=3[C:22]3[CH:23]=[CH:24][C:19]([F:18])=[CH:20][CH:21]=3)=[O:33])=[N:8][C:4]=2[CH:3]=1. Given the reactants [F:1][C:2]1[C:16]([F:17])=[CH:15][C:5]2[NH:6][C:7]([CH2:9][C@@H:10]3[CH2:14][CH2:13][CH2:12][NH:11]3)=[N:8][C:4]=2[CH:3]=1.[F:18][C:19]1[CH:24]=[CH:23][C:22]([C:25]2[S:29][C:28]([CH2:30][OH:31])=[N:27][C:26]=2[C:32](O)=[O:33])=[CH:21][CH:20]=1, predict the reaction product. (2) Given the reactants [F:1][C:2]1[CH:7]=[CH:6][C:5]([B:8]2[O:12][C:11]([CH3:14])([CH3:13])[C:10]([CH3:16])([CH3:15])[O:9]2)=[CH:4][C:3]=1[OH:17].Br[CH2:19][CH:20]1[CH2:24][CH2:23][CH2:22][O:21]1.C([O-])([O-])=O.[K+].[K+], predict the reaction product. The product is: [F:1][C:2]1[CH:7]=[CH:6][C:5]([B:8]2[O:12][C:11]([CH3:13])([CH3:14])[C:10]([CH3:16])([CH3:15])[O:9]2)=[CH:4][C:3]=1[O:17][CH2:19][CH:20]1[CH2:24][CH2:23][CH2:22][O:21]1. (3) Given the reactants [NH2:1][C:2]1[N:6]([C:7]2[CH:14]=[CH:13][C:10]([C:11]#[N:12])=[CH:9][CH:8]=2)[N:5]=[C:4]([C:15]([CH3:18])([CH3:17])[CH3:16])[CH:3]=1.C(=O)([O-])[O-].[K+].[K+].Cl[C:26]([O:28][C:29]1[CH:34]=[CH:33][CH:32]=[CH:31][CH:30]=1)=[O:27], predict the reaction product. The product is: [C:15]([C:4]1[CH:3]=[C:2]([NH:1][C:26](=[O:27])[O:28][C:29]2[CH:34]=[CH:33][CH:32]=[CH:31][CH:30]=2)[N:6]([C:7]2[CH:14]=[CH:13][C:10]([C:11]#[N:12])=[CH:9][CH:8]=2)[N:5]=1)([CH3:18])([CH3:17])[CH3:16]. (4) Given the reactants Cl.[NH2:2][CH:3]([C:5]1[O:6][C:7](=[O:21])[C:8]2[C:13]([C:14]=1[C:15]1[CH:20]=[CH:19][CH:18]=[CH:17][CH:16]=1)=[CH:12][CH:11]=[CH:10][CH:9]=2)[CH3:4].[NH2:22][C:23]1[C:31]([C:32](O)=[O:33])=[C:26]2[N:27]=[CH:28][CH:29]=[CH:30][N:25]2[N:24]=1.C1C=CC2N(O)N=NC=2C=1.CN(C(ON1N=NC2C=CC=CC1=2)=[N+](C)C)C.F[P-](F)(F)(F)(F)F.CCN(C(C)C)C(C)C, predict the reaction product. The product is: [NH2:22][C:23]1[C:31]([C:32]([NH:2][CH:3]([C:5]2[O:6][C:7](=[O:21])[C:8]3[C:13]([C:14]=2[C:15]2[CH:20]=[CH:19][CH:18]=[CH:17][CH:16]=2)=[CH:12][CH:11]=[CH:10][CH:9]=3)[CH3:4])=[O:33])=[C:26]2[N:27]=[CH:28][CH:29]=[CH:30][N:25]2[N:24]=1.